Dataset: Forward reaction prediction with 1.9M reactions from USPTO patents (1976-2016). Task: Predict the product of the given reaction. (1) Given the reactants [CH3:1][O:2][C:3]1[CH:4]=[C:5]2[C:10](=[CH:11][CH:12]=1)[CH:9]=[C:8]([CH:13]=O)[CH:7]=[CH:6]2.[NH:15]1[CH2:19][CH2:18][CH2:17][CH2:16]1.[Na], predict the reaction product. The product is: [CH3:1][O:2][C:3]1[CH:4]=[C:5]2[C:10](=[CH:11][CH:12]=1)[CH:9]=[C:8]([CH2:13][N:15]1[CH2:19][CH2:18][CH2:17][CH2:16]1)[CH:7]=[CH:6]2. (2) Given the reactants [C:1]1([O:7][CH3:8])[CH:6]=[CH:5][CH:4]=[CH:3][CH:2]=1.[C:9](Cl)(=[O:12])[CH:10]=[CH2:11].[Cl-].[Al+3].[Cl-].[Cl-], predict the reaction product. The product is: [CH3:8][O:7][C:1]1[CH:6]=[CH:5][C:4]([C:9](=[O:12])[CH:10]=[CH2:11])=[CH:3][CH:2]=1. (3) Given the reactants CC1C=CC(S(O[CH2:12][C:13]2([CH2:23][CH3:24])[CH2:22][CH2:21][C:16]3([O:20][CH2:19][CH2:18][O:17]3)[CH2:15][CH2:14]2)(=O)=O)=CC=1.[H-].[Al+3].[Li+].[H-].[H-].[H-].O.[OH-].[Na+], predict the reaction product. The product is: [CH2:23]([C:13]1([CH3:12])[CH2:22][CH2:21][C:16]2([O:17][CH2:18][CH2:19][O:20]2)[CH2:15][CH2:14]1)[CH3:24].